From a dataset of Merck oncology drug combination screen with 23,052 pairs across 39 cell lines. Regression. Given two drug SMILES strings and cell line genomic features, predict the synergy score measuring deviation from expected non-interaction effect. (1) Drug 1: O=P1(N(CCCl)CCCl)NCCCO1. Drug 2: CCN(CC)CCNC(=O)c1c(C)[nH]c(C=C2C(=O)Nc3ccc(F)cc32)c1C. Cell line: NCIH460. Synergy scores: synergy=3.11. (2) Drug 1: COc1cccc2c1C(=O)c1c(O)c3c(c(O)c1C2=O)CC(O)(C(=O)CO)CC3OC1CC(N)C(O)C(C)O1. Drug 2: CC1(c2nc3c(C(N)=O)cccc3[nH]2)CCCN1. Cell line: UWB1289BRCA1. Synergy scores: synergy=6.21.